Dataset: Catalyst prediction with 721,799 reactions and 888 catalyst types from USPTO. Task: Predict which catalyst facilitates the given reaction. (1) Reactant: Cl.[F:2][C:3]1[CH:8]=[CH:7][C:6]([C:9]2[C:17]3[C:12](=[CH:13][CH:14]=[C:15]([NH:18][C:19]([C:21]4([N:47](C=O)[CH3:48])[CH2:25][CH2:24][N:23]([CH2:26][C:27](=[O:46])[N:28]5[CH2:33][CH:32]=[C:31]([C:34]6[CH:39]=[CH:38][C:37]([C:40]7[N:45]=[CH:44][CH:43]=[CH:42][N:41]=7)=[CH:36][CH:35]=6)[CH2:30][CH2:29]5)[CH2:22]4)=[O:20])[CH:16]=3)[NH:11][N:10]=2)=[CH:5][CH:4]=1.O.[OH-].[Na+]. Product: [F:2][C:3]1[CH:4]=[CH:5][C:6]([C:9]2[C:17]3[C:12](=[CH:13][CH:14]=[C:15]([NH:18][C:19]([C:21]4([NH:47][CH3:48])[CH2:25][CH2:24][N:23]([CH2:26][C:27](=[O:46])[N:28]5[CH2:29][CH:30]=[C:31]([C:34]6[CH:39]=[CH:38][C:37]([C:40]7[N:41]=[CH:42][CH:43]=[CH:44][N:45]=7)=[CH:36][CH:35]=6)[CH2:32][CH2:33]5)[CH2:22]4)=[O:20])[CH:16]=3)[NH:11][N:10]=2)=[CH:7][CH:8]=1. The catalyst class is: 5. (2) Reactant: [N+](CCCC)(CCCC)(CCCC)CCCC.[F-].[N:19]1([C:25]2[C:33]3[C:28](=[CH:29][CH:30]=[CH:31][CH:32]=3)[N:27]([Si](C(C)C)(C(C)C)C(C)C)[CH:26]=2)[CH2:24][CH2:23][CH2:22][CH2:21][CH2:20]1. Product: [N:19]1([C:25]2[C:33]3[C:28](=[CH:29][CH:30]=[CH:31][CH:32]=3)[NH:27][CH:26]=2)[CH2:20][CH2:21][CH2:22][CH2:23][CH2:24]1. The catalyst class is: 49. (3) The catalyst class is: 12. Product: [C:18]([O:22][C:23]([N:14]1[CH2:13][CH2:12][C:11]2([N:7]([C:1]3[CH:2]=[CH:3][CH:4]=[CH:5][CH:6]=3)[CH2:8][NH:9][C:10]2=[O:17])[CH2:16][CH2:15]1)=[O:24])([CH3:21])([CH3:20])[CH3:19]. Reactant: [C:1]1([N:7]2[C:11]3([CH2:16][CH2:15][NH:14][CH2:13][CH2:12]3)[C:10](=[O:17])[NH:9][CH2:8]2)[CH:6]=[CH:5][CH:4]=[CH:3][CH:2]=1.[C:18]([O:22][C:23](O[C:23]([O:22][C:18]([CH3:21])([CH3:20])[CH3:19])=[O:24])=[O:24])([CH3:21])([CH3:20])[CH3:19]. (4) Reactant: [F:1][C:2]([CH3:29])([CH3:28])[CH2:3][N:4]1[CH2:9][CH2:8][CH:7]([CH2:10][O:11][C:12]2[N:17]=[CH:16][C:15]([C:18]3[CH:27]=[CH:26][C:21]([C:22]([O:24]C)=[O:23])=[CH:20][CH:19]=3)=[CH:14][CH:13]=2)[CH2:6][CH2:5]1.CO.O.[Li+].[OH-]. Product: [F:1][C:2]([CH3:29])([CH3:28])[CH2:3][N:4]1[CH2:9][CH2:8][CH:7]([CH2:10][O:11][C:12]2[N:17]=[CH:16][C:15]([C:18]3[CH:19]=[CH:20][C:21]([C:22]([OH:24])=[O:23])=[CH:26][CH:27]=3)=[CH:14][CH:13]=2)[CH2:6][CH2:5]1. The catalyst class is: 1. (5) Product: [CH3:1][CH:2]([C:4]([Br:42])([C:11]1[CH:16]=[CH:15][CH:14]=[CH:13][CH:12]=1)[C:5](=[O:10])[CH2:6][CH2:7][CH2:8][CH3:9])[CH3:3]. The catalyst class is: 53. Reactant: [CH3:1][CH:2]([CH:4]([C:11]1[CH:16]=[CH:15][CH:14]=[CH:13][CH:12]=1)[C:5](=[O:10])[CH2:6][CH2:7][CH2:8][CH3:9])[CH3:3].C(OOC(=O)C1C=CC=CC=1)(=O)C1C=CC=CC=1.C1C(=O)N([Br:42])C(=O)C1. (6) Reactant: [N:1]1[CH:6]=[CH:5][CH:4]=[CH:3][C:2]=1[C:7]([OH:9])=O.C1N=CN(C(N2C=NC=C2)=O)C=1.Cl.[CH3:23][NH:24][O:25][CH3:26].C(N(C(C)C)CC)(C)C. Product: [CH3:26][O:25][N:24]([CH3:23])[C:7]([C:2]1[CH:3]=[CH:4][CH:5]=[CH:6][N:1]=1)=[O:9]. The catalyst class is: 2. (7) Reactant: [CH2:1]([O:3][CH:4](OCC)[CH:5]1[C:14]2([CH2:19][CH2:18][N:17](C(OC(C)(C)C)=O)[CH2:16][CH2:15]2)[O:13][C:12]2[C:7](=[CH:8][CH:9]=[CH:10][CH:11]=2)[C:6]1=[O:27])[CH3:2].[ClH:31]. Product: [ClH:31].[CH2:1]([O:3]/[CH:4]=[C:5]1\[C:6](=[O:27])[C:7]2[C:12]([O:13][C:14]3\1[CH2:19][CH2:18][NH:17][CH2:16][CH2:15]3)=[CH:11][CH:10]=[CH:9][CH:8]=2)[CH3:2]. The catalyst class is: 11. (8) Reactant: [C:1]([O:5][C:6]([N:8]1[CH2:14][CH2:13][CH2:12][N:11]([C:15]2[CH:20]=[CH:19][C:18]([N+:21]([O-])=O)=[C:17]([C:24]([NH:26][CH2:27][C:28]([O:30][CH3:31])=[O:29])=[O:25])[CH:16]=2)[CH2:10][CH2:9]1)=[O:7])([CH3:4])([CH3:3])[CH3:2].O. Product: [C:1]([O:5][C:6]([N:8]1[CH2:14][CH2:13][CH2:12][N:11]([C:15]2[CH:20]=[CH:19][C:18]([NH2:21])=[C:17]([C:24]([NH:26][CH2:27][C:28]([O:30][CH3:31])=[O:29])=[O:25])[CH:16]=2)[CH2:10][CH2:9]1)=[O:7])([CH3:4])([CH3:3])[CH3:2]. The catalyst class is: 19. (9) Product: [F:12][C:9]([F:10])([F:11])[C:7]1[CH:6]=[C:5]([C@H:13]2[O:17][C:16](=[O:18])[N:15]([CH2:19][C:20]3[CH:25]=[C:24]([C:26]([F:28])([F:29])[F:27])[CH:23]=[CH:22][C:21]=3[C:30]3[CH:31]=[C:32]([C:39]4[CH:44]=[CH:43][C:42]([C:45]([OH:47])=[O:46])=[CH:41][C:40]=4[Cl:49])[C:33]([F:38])=[CH:34][C:35]=3[O:36][CH3:37])[C@H:14]2[CH3:50])[CH:4]=[C:3]([C:2]([F:52])([F:51])[F:1])[CH:8]=1. Reactant: [F:1][C:2]([F:52])([F:51])[C:3]1[CH:4]=[C:5]([C@H:13]2[O:17][C:16](=[O:18])[N:15]([CH2:19][C:20]3[CH:25]=[C:24]([C:26]([F:29])([F:28])[F:27])[CH:23]=[CH:22][C:21]=3[C:30]3[CH:31]=[C:32]([C:39]4[CH:44]=[CH:43][C:42]([C:45]([O:47]C)=[O:46])=[CH:41][C:40]=4[Cl:49])[C:33]([F:38])=[CH:34][C:35]=3[O:36][CH3:37])[C@H:14]2[CH3:50])[CH:6]=[C:7]([C:9]([F:12])([F:11])[F:10])[CH:8]=1.O.[OH-].[Li+].O.O1CCOCC1. The catalyst class is: 2.